From a dataset of Catalyst prediction with 721,799 reactions and 888 catalyst types from USPTO. Predict which catalyst facilitates the given reaction. (1) Reactant: [Cl:1][C:2]1[CH:7]=[CH:6][C:5]([C@@:8]2(OC)[C@H:13]([OH:14])[C@@H:12]([OH:15])[C@H:11]([OH:16])[C:10]([CH2:19][OH:20])([CH2:17][OH:18])[O:9]2)=[CH:4][C:3]=1[CH2:23][O:24][C:25]1[CH:30]=[CH:29][CH:28]=[CH:27][CH:26]=1.C(O)(C(F)(F)F)=O. The catalyst class is: 2. Product: [Cl:1][C:2]1[CH:7]=[CH:6][C:5]([C@@:8]23[O:9][C@@:10]([CH2:19][OH:20])([CH2:17][O:18]2)[C@@H:11]([OH:16])[C@H:12]([OH:15])[C@H:13]3[OH:14])=[CH:4][C:3]=1[CH2:23][O:24][C:25]1[CH:26]=[CH:27][CH:28]=[CH:29][CH:30]=1. (2) Reactant: [NH2:1][C@H:2]1[CH2:7][CH2:6][C@H:5]([NH:8][C:9]2[CH:14]=[C:13]([C:15]3[CH:20]=[CH:19][CH:18]=[C:17]([NH:21][CH2:22][C:23]4([C:29]#[N:30])[CH2:28][CH2:27][O:26][CH2:25][CH2:24]4)[N:16]=3)[C:12]([Cl:31])=[CH:11][N:10]=2)[CH2:4][CH2:3]1.[Si:32]([O:39][CH2:40][CH:41]=O)([C:35]([CH3:38])([CH3:37])[CH3:36])([CH3:34])[CH3:33].C(O[BH-](OC(=O)C)OC(=O)C)(=O)C.[Na+]. Product: [Si:32]([O:39][CH2:40][CH2:41][NH:1][C@H:2]1[CH2:7][CH2:6][C@H:5]([NH:8][C:9]2[CH:14]=[C:13]([C:15]3[CH:20]=[CH:19][CH:18]=[C:17]([NH:21][CH2:22][C:23]4([C:29]#[N:30])[CH2:28][CH2:27][O:26][CH2:25][CH2:24]4)[N:16]=3)[C:12]([Cl:31])=[CH:11][N:10]=2)[CH2:4][CH2:3]1)([C:35]([CH3:38])([CH3:37])[CH3:36])([CH3:34])[CH3:33]. The catalyst class is: 4. (3) Reactant: C(N(S(F)(F)[F:7])CC)C.O[CH2:11][C:12]1[C:16]([CH3:17])=[C:15]([C:18]2[CH:23]=[CH:22][N:21]=[CH:20][CH:19]=2)[S:14][C:13]=1[C:24]1[CH:29]=[CH:28][N:27]=[CH:26][CH:25]=1. Product: [N:27]1[CH:28]=[CH:29][C:24]([C:13]2[S:14][C:15]([C:18]3[CH:23]=[CH:22][N:21]=[CH:20][CH:19]=3)=[C:16]([CH3:17])[C:12]=2[CH2:11][F:7])=[CH:25][CH:26]=1. The catalyst class is: 2. (4) Reactant: [Br:1][C:2]1[CH:3]=[CH:4][C:5]([OH:10])=[C:6]([CH:9]=1)[CH:7]=O.[CH3:11][C@@H:12]1[CH2:17][NH:16][CH2:15][C@H:14]([CH3:18])[NH:13]1.C(O[BH-](OC(=O)C)OC(=O)C)(=O)C.[Na+]. Product: [Br:1][C:2]1[CH:3]=[CH:4][C:5]([OH:10])=[C:6]([CH2:7][N:16]2[CH2:15][C@@H:14]([CH3:18])[NH:13][C@@H:12]([CH3:11])[CH2:17]2)[CH:9]=1. The catalyst class is: 2. (5) Product: [C:27]([O:31][C:32](=[O:35])[CH2:33][CH:24]([C:25]#[N:26])[C:21]1[CH:22]=[CH:23][C:18]([F:17])=[CH:19][CH:20]=1)([CH3:30])([CH3:29])[CH3:28]. The catalyst class is: 7. Reactant: C([N-]C(C)C)(C)C.[Li+].C(C1C=CC=CC=1)C.[F:17][C:18]1[CH:23]=[CH:22][C:21]([CH2:24][C:25]#[N:26])=[CH:20][CH:19]=1.[C:27]([O:31][C:32](=[O:35])[CH2:33]Br)([CH3:30])([CH3:29])[CH3:28]. (6) Reactant: [Cl:1][C:2]1[C:3]([F:42])=[C:4]([C@@H:8]2[C@:12]([C:15]3[CH:20]=[CH:19][C:18]([Cl:21])=[CH:17][C:16]=3[F:22])([C:13]#[N:14])[C@H:11]([CH2:23][C:24]([CH3:27])([CH3:26])[CH3:25])[NH:10][C@H:9]2[C:28]([NH:30][C:31]2[CH:39]=[CH:38][C:34]([C:35]([OH:37])=[O:36])=[C:33]([O:40][CH3:41])[CH:32]=2)=[O:29])[CH:5]=[CH:6][CH:7]=1.[CH2:43]=O. Product: [Cl:1][C:2]1[C:3]([F:42])=[C:4]([C@H:8]2[C@H:9]3[N:10]([CH2:43][N:30]([C:31]4[CH:39]=[CH:38][C:34]([C:35]([OH:37])=[O:36])=[C:33]([O:40][CH3:41])[CH:32]=4)[C:28]3=[O:29])[C@@H:11]([CH2:23][C:24]([CH3:27])([CH3:26])[CH3:25])[C@@:12]2([C:15]2[CH:20]=[CH:19][C:18]([Cl:21])=[CH:17][C:16]=2[F:22])[C:13]#[N:14])[CH:5]=[CH:6][CH:7]=1. The catalyst class is: 1. (7) Reactant: [CH3:1][C:2]1[CH:3]=[CH:4][C:5]([S:9][C:10]2[CH:11]=[CH:12][CH:13]=[CH:14][C:15]=2[N:16]2[CH2:21][CH2:20][NH:19][CH2:18][CH2:17]2)=[C:6]([CH3:8])[CH:7]=1.[OH:22][C:23]1[C:32]2[C:27](=[CH:28][CH:29]=[CH:30][CH:31]=2)[CH:26]=[CH:25][C:24]=1[C:33]([OH:35])=[O:34]. Product: [CH3:1][C:2]1[CH:3]=[CH:4][C:5]([S:9][C:10]2[CH:11]=[CH:12][CH:13]=[CH:14][C:15]=2[N:16]2[CH2:17][CH2:18][NH:19][CH2:20][CH2:21]2)=[C:6]([CH3:8])[CH:7]=1.[OH:22][C:23]1[C:32]2[C:27](=[CH:28][CH:29]=[CH:30][CH:31]=2)[CH:26]=[CH:25][C:24]=1[C:33]([O-:35])=[O:34]. The catalyst class is: 8. (8) Reactant: Br[C:2]1[CH:3]=[C:4]([C:8]2[CH:13]=[C:12]([C:14]([CH3:17])([CH3:16])[CH3:15])[N:11]=[C:10]([C:18]3[CH:23]=[CH:22][CH:21]=[CH:20][N:19]=3)[N:9]=2)[CH:5]=[N:6][CH:7]=1.[CH3:24][N:25]1[CH2:30][CH2:29][N:28]([CH2:31][C:32]2[CH:37]=[CH:36][C:35](B(O)O)=[CH:34][CH:33]=2)[CH2:27][CH2:26]1.C([O-])([O-])=O.[Na+].[Na+]. Product: [C:14]([C:12]1[CH:13]=[C:8]([C:4]2[CH:5]=[N:6][CH:7]=[C:2]([C:35]3[CH:34]=[CH:33][C:32]([CH2:31][N:28]4[CH2:29][CH2:30][N:25]([CH3:24])[CH2:26][CH2:27]4)=[CH:37][CH:36]=3)[CH:3]=2)[N:9]=[C:10]([C:18]2[CH:23]=[CH:22][CH:21]=[CH:20][N:19]=2)[N:11]=1)([CH3:17])([CH3:16])[CH3:15]. The catalyst class is: 414.